Dataset: Reaction yield outcomes from USPTO patents with 853,638 reactions. Task: Predict the reaction yield, written as a fraction of the theoretical maximum amount of product (1.0 means a 100% yield; for example, 0.34 means a 34% yield). (1) The reactants are [Si]([O:8][CH2:9][CH2:10][CH2:11][N:12]1[C:17](=[O:18])[C:16]2[C:19]([CH:32]([C:34]3[CH:39]=[CH:38][C:37]([Cl:40])=[CH:36][CH:35]=3)[OH:33])=[C:20](C3C=CC=CC=3C(C)C)[CH:21]=[N:22][C:15]=2[N:14]([CH3:41])[C:13]1=[O:42])(C(C)(C)C)(C)C.[F:43][C:44]([F:56])([F:55])[O:45][C:46]1[CH:47]=[C:48](B(O)O)[CH:49]=[CH:50][CH:51]=1.O.[C:58]([O-])([O-])=O.[K+].[K+].O1[CH2:69][CH2:68][O:67][CH2:66][CH2:65]1. The catalyst is C1C=CC([P]([Pd]([P](C2C=CC=CC=2)(C2C=CC=CC=2)C2C=CC=CC=2)([P](C2C=CC=CC=2)(C2C=CC=CC=2)C2C=CC=CC=2)[P](C2C=CC=CC=2)(C2C=CC=CC=2)C2C=CC=CC=2)(C2C=CC=CC=2)C2C=CC=CC=2)=CC=1. The product is [Cl:40][C:37]1[CH:36]=[CH:35][C:34]([CH:32]([OH:33])[C:19]2[C:16]3[C:17](=[O:18])[N:12]([CH2:11][CH2:10][CH2:9][O:8][CH:68]4[CH2:69][CH2:58][CH2:65][CH2:66][O:67]4)[C:13](=[O:42])[N:14]([CH3:41])[C:15]=3[N:22]=[CH:21][C:20]=2[C:50]2[CH:49]=[CH:48][CH:47]=[C:46]([O:45][C:44]([F:56])([F:55])[F:43])[CH:51]=2)=[CH:39][CH:38]=1. The yield is 0.174. (2) The reactants are [Br:1][C:2]1[C:3](=[O:17])[NH:4][C:5](=[O:16])[N:6]([CH2:8][CH2:9][C:10]2[CH:15]=[CH:14][CH:13]=[CH:12][CH:11]=2)[N:7]=1.ICC[C:21]1[CH:26]=[CH:25][CH:24]=[C:23]([O:27]C2C=CC=CC=2)[CH:22]=1.C(I)CC1C=CC=CC=1. No catalyst specified. The product is [Br:1][C:2]1[C:3](=[O:17])[NH:4][C:5](=[O:16])[N:6]([CH2:8][CH2:9][C:10]2[CH:15]=[CH:14][CH:13]=[C:12]([O:27][C:23]3[CH:24]=[CH:25][CH:26]=[CH:21][CH:22]=3)[CH:11]=2)[N:7]=1. The yield is 0.210. (3) The reactants are FC(F)(F)S(O[C:7]1[CH:8]=[N:9][CH:10]=[C:11]([Cl:13])[CH:12]=1)(=O)=O.C(N(CC)CC)C.[CH3:23][Si:24]([C:27]#[CH:28])([CH3:26])[CH3:25].CCCCCC. The catalyst is COCCOC.[Cu]I.C(OCC)(=O)C. The product is [Cl:13][C:11]1[CH:10]=[N:9][CH:8]=[C:7]([C:28]#[C:27][Si:24]([CH3:26])([CH3:25])[CH3:23])[CH:12]=1. The yield is 0.870. (4) The reactants are [CH2:1]=[C:2]1[C:7](=[O:8])[CH:6]2[CH2:9][CH2:10][N:3]1[CH2:4][CH2:5]2.C1COCC1. The catalyst is CO.CCOCC.[Pd]. The product is [CH3:1][CH:2]1[C:7](=[O:8])[CH:6]2[CH2:9][CH2:10][N:3]1[CH2:4][CH2:5]2. The yield is 0.900. (5) The reactants are Br[C:2]1[CH:3]=[N:4][C:5]([N:10]2[CH2:15][CH2:14][CH:13]([C:16]3[N:20]=[C:19]([CH:21]([CH3:23])[CH3:22])[O:18][N:17]=3)[CH2:12][CH2:11]2)=[C:6]([CH:9]=1)[C:7]#[N:8].C([O-])(=O)C.[K+].[B:29]1([B:29]2[O:33][C:32]([CH3:35])([CH3:34])[C:31]([CH3:37])([CH3:36])[O:30]2)[O:33][C:32]([CH3:35])([CH3:34])[C:31]([CH3:37])([CH3:36])[O:30]1. The catalyst is O1CCOCC1.C1(P(C2C=CC=CC=2)[C-]2C=CC=C2)C=CC=CC=1.[C-]1(P(C2C=CC=CC=2)C2C=CC=CC=2)C=CC=C1.[Fe+2].C1C=CC(P(C2C=CC=CC=2)[C-]2C=CC=C2)=CC=1.C1C=CC(P(C2C=CC=CC=2)[C-]2C=CC=C2)=CC=1.Cl[Pd]Cl.[Fe+2]. The product is [CH:21]([C:19]1[O:18][N:17]=[C:16]([CH:13]2[CH2:14][CH2:15][N:10]([C:5]3[N:4]=[CH:3][C:2]([B:29]4[O:33][C:32]([CH3:35])([CH3:34])[C:31]([CH3:37])([CH3:36])[O:30]4)=[CH:9][C:6]=3[C:7]#[N:8])[CH2:11][CH2:12]2)[N:20]=1)([CH3:23])[CH3:22]. The yield is 0.290. (6) The reactants are [Cl:1][C:2]1[N:3]([CH2:12][C:13]2[CH:18]=[CH:17][C:16]([CH3:19])=[CH:15][CH:14]=2)[C:4]([C:7]([O:9][CH2:10][CH3:11])=[O:8])=[CH:5][N:6]=1.[Br:20]N1C(C)(C)C(=O)N(Br)C1=O.S([O-])([O-])(=O)=S.[Na+].[Na+].C(=O)([O-])O.[Na+]. The catalyst is CN(C=O)C. The product is [Br:20][C:5]1[N:6]=[C:2]([Cl:1])[N:3]([CH2:12][C:13]2[CH:14]=[CH:15][C:16]([CH3:19])=[CH:17][CH:18]=2)[C:4]=1[C:7]([O:9][CH2:10][CH3:11])=[O:8]. The yield is 0.580. (7) The reactants are [F:1][C:2]1[CH:3]=[C:4]([C:9]2[C:14]([CH2:15][CH2:16][CH2:17][CH2:18][CH2:19][CH2:20][CH3:21])=[CH:13][C:12](=[O:22])[N:11]3[CH:23]([C:26]([NH2:28])=[O:27])[CH2:24][S:25][C:10]=23)[CH:5]=[CH:6][C:7]=1[F:8].[CH3:29][S:30](N)(=[O:32])=[O:31]. The catalyst is C(Cl)Cl. The product is [F:1][C:2]1[CH:3]=[C:4]([C:9]2[C:14]([CH2:15][CH2:16][CH2:17][CH2:18][CH2:19][CH2:20][CH3:21])=[CH:13][C:12](=[O:22])[N:11]3[C@H:23]([C:26]([NH:28][S:30]([CH3:29])(=[O:32])=[O:31])=[O:27])[CH2:24][S:25][C:10]=23)[CH:5]=[CH:6][C:7]=1[F:8]. The yield is 0.650. (8) The reactants are [NH2:1][C:2]1[N:7]=[CH:6][C:5]([O:8][C:9]2[C:18]3[CH2:17][N:16]([CH2:19][C:20]4[CH:25]=[CH:24][C:23]([O:26][CH3:27])=[CH:22][CH:21]=4)[C:15](=[O:28])[NH:14][C:13]=3[N:12]=[CH:11][CH:10]=2)=[CH:4][CH:3]=1.[F:29][C:30]1[CH:35]=[CH:34][C:33]([N:36]2[CH:41]=[CH:40][CH:39]=[C:38]([C:42](O)=[O:43])[C:37]2=[O:45])=[CH:32][CH:31]=1.C(N(CC)C(C)C)(C)C. The catalyst is CN(C=O)C. The product is [CH3:27][O:26][C:23]1[CH:24]=[CH:25][C:20]([CH2:19][N:16]2[CH2:17][C:18]3[C:9]([O:8][C:5]4[CH:4]=[CH:3][C:2]([NH:1][C:42]([C:38]5[C:37](=[O:45])[N:36]([C:33]6[CH:32]=[CH:31][C:30]([F:29])=[CH:35][CH:34]=6)[CH:41]=[CH:40][CH:39]=5)=[O:43])=[N:7][CH:6]=4)=[CH:10][CH:11]=[N:12][C:13]=3[NH:14][C:15]2=[O:28])=[CH:21][CH:22]=1. The yield is 0.260.